The task is: Predict the reaction yield, written as a fraction of the theoretical maximum amount of product (1.0 means a 100% yield; for example, 0.34 means a 34% yield).. This data is from Reaction yield outcomes from USPTO patents with 853,638 reactions. (1) The reactants are [C:1]([O:5][C:6]([NH:8][C:9]1([C:13]2[CH:21]=[CH:20][C:16]([C:17]([OH:19])=O)=[CH:15][CH:14]=2)[CH2:12][CH2:11][CH2:10]1)=[O:7])([CH3:4])([CH3:3])[CH3:2].CN([C:25]([O:29][N:30]1N=NC2C=CC=C[C:31]1=2)=[N+](C)C)C.F[P-](F)(F)(F)(F)F.C(N(CC)CC)C.Cl.CNOC. The catalyst is CN(C)C=O. The product is [CH3:25][O:29][N:30]([CH3:31])[C:17]([C:16]1[CH:20]=[CH:21][C:13]([C:9]2([NH:8][C:6](=[O:7])[O:5][C:1]([CH3:3])([CH3:2])[CH3:4])[CH2:12][CH2:11][CH2:10]2)=[CH:14][CH:15]=1)=[O:19]. The yield is 0.520. (2) The reactants are [F:1][C:2]1[CH:7]=[C:6]([F:8])[CH:5]=[CH:4][C:3]=1[C:9]1([C:12]([F:21])([F:20])[C:13]2[N:18]=[CH:17][C:16]([OH:19])=[CH:15][CH:14]=2)[CH2:11][O:10]1.Cl[C:23]1[CH:28]=[CH:27][C:26]([C:29]([F:32])([F:31])[F:30])=[CH:25][N:24]=1.C(=O)([O-])[O-].[Cs+].[Cs+].N#N. The catalyst is CS(C)=O. The product is [F:1][C:2]1[CH:7]=[C:6]([F:8])[CH:5]=[CH:4][C:3]=1[C:9]1([C:12]([F:20])([F:21])[C:13]2[CH:14]=[CH:15][C:16]([O:19][C:23]3[CH:28]=[CH:27][C:26]([C:29]([F:32])([F:31])[F:30])=[CH:25][N:24]=3)=[CH:17][N:18]=2)[CH2:11][O:10]1. The yield is 0.780.